From a dataset of Forward reaction prediction with 1.9M reactions from USPTO patents (1976-2016). Predict the product of the given reaction. (1) Given the reactants [C:1]1([O:8][CH3:9])[C:2](=[CH:4][CH:5]=[CH:6][CH:7]=1)[OH:3].[CH3:10][CH:11]([Si:13](Cl)([CH:17]([CH3:19])[CH3:18])[CH:14]([CH3:16])[CH3:15])[CH3:12].N1C=CN=C1, predict the reaction product. The product is: [CH:11]([Si:13]([CH:17]([CH3:19])[CH3:18])([CH:14]([CH3:16])[CH3:15])[O:3][C:2]1[CH:4]=[CH:5][CH:6]=[CH:7][C:1]=1[O:8][CH3:9])([CH3:12])[CH3:10]. (2) Given the reactants [C:1]([O:14][CH2:15][C:16]1[CH:21]=[CH:20][CH:19]=[CH:18][CH:17]=1)(=[O:13])[CH2:2][C:3]([O:5]CC1C=CC=CC=1)=O.[H-].[Na+].[CH3:24][N:25]1[C:30]2[CH:31]=[C:32]([C:35]([O:37][CH3:38])=[O:36])[CH:33]=[CH:34][C:29]=2[C:28](=O)[O:27]C1=O.Cl, predict the reaction product. The product is: [OH:27][C:28]1[C:29]2[C:30](=[CH:31][C:32]([C:35]([O:37][CH3:38])=[O:36])=[CH:33][CH:34]=2)[N:25]([CH3:24])[C:3](=[O:5])[C:2]=1[C:1]([O:14][CH2:15][C:16]1[CH:17]=[CH:18][CH:19]=[CH:20][CH:21]=1)=[O:13]. (3) Given the reactants O=[C:2]([C:6]1[CH:11]=[CH:10][N:9]=[CH:8][CH:7]=1)[CH2:3][C:4]#[N:5].[NH2:12][OH:13].Cl.[OH-].[Na+], predict the reaction product. The product is: [N:9]1[CH:10]=[CH:11][C:6]([C:2]2[CH:3]=[C:4]([NH2:5])[O:13][N:12]=2)=[CH:7][CH:8]=1. (4) Given the reactants [Br:1][C:2]1[C:3]([NH2:9])=[C:4]([NH2:8])[CH:5]=[N:6][CH:7]=1.[CH:10](OCC)(OCC)OCC, predict the reaction product. The product is: [Br:1][C:2]1[C:3]2[NH:9][CH:10]=[N:8][C:4]=2[CH:5]=[N:6][CH:7]=1. (5) The product is: [CH:3](=[N:1][NH2:2])[C:4]1[CH:9]=[CH:8][CH:7]=[CH:6][CH:5]=1. Given the reactants [NH2:1][NH2:2].[CH:3](=O)[C:4]1[CH:9]=[CH:8][CH:7]=[CH:6][CH:5]=1, predict the reaction product.